From a dataset of Catalyst prediction with 721,799 reactions and 888 catalyst types from USPTO. Predict which catalyst facilitates the given reaction. (1) Reactant: [Br:1][C:2]1[CH:3]=[C:4]2[C:9](=[CH:10][CH:11]=1)[CH:8]=[C:7]([C:12](=[O:15])[CH2:13]Cl)[CH:6]=[CH:5]2.BrC1C=CC2C(=CC=CC=2)C=1.ClCC(Cl)=O.[C:32]([O:36][C:37]([N:39]1[CH2:43][C:42]([CH3:44])=[CH:41][C@H:40]1[C:45]([OH:47])=[O:46])=[O:38])([CH3:35])([CH3:34])[CH3:33].C(N(CC)C(C)C)(C)C. Product: [CH3:44][C:42]1[CH2:43][N:39]([C:37]([O:36][C:32]([CH3:33])([CH3:34])[CH3:35])=[O:38])[C@H:40]([C:45]([O:47][CH2:13][C:12]([C:7]2[CH:6]=[CH:5][C:4]3[C:9](=[CH:10][CH:11]=[C:2]([Br:1])[CH:3]=3)[CH:8]=2)=[O:15])=[O:46])[CH:41]=1. The catalyst class is: 23. (2) Reactant: [Si:1]([O:8][CH2:9]/[C:10](/[C:24]1[CH:29]=[CH:28][CH:27]=[CH:26][CH:25]=1)=[C:11](/[C:14]1[CH:19]=[CH:18][C:17]([S:20]([CH3:23])(=[O:22])=[O:21])=[CH:16][CH:15]=1)\[CH2:12][OH:13])([C:4]([CH3:7])([CH3:6])[CH3:5])([CH3:3])[CH3:2].[C:30](OC(=O)C)(=[O:32])[CH3:31]. Product: [C:30]([O:13][CH2:12]/[C:11](/[C:14]1[CH:15]=[CH:16][C:17]([S:20]([CH3:23])(=[O:22])=[O:21])=[CH:18][CH:19]=1)=[C:10](/[C:24]1[CH:25]=[CH:26][CH:27]=[CH:28][CH:29]=1)\[CH2:9][O:8][Si:1]([C:4]([CH3:7])([CH3:6])[CH3:5])([CH3:3])[CH3:2])(=[O:32])[CH3:31]. The catalyst class is: 166. (3) Reactant: C[O:2][C:3]1[C:8]([C:9]([NH2:11])=[O:10])=[C:7]([NH:12][C:13]2[CH:14]=[N:15][C:16]([O:19][CH3:20])=[CH:17][CH:18]=2)[N:6]=[C:5]([S:21][CH3:22])[N:4]=1.Cl.[OH-].[Na+]. Product: [CH3:20][O:19][C:16]1[N:15]=[CH:14][C:13]([NH:12][C:7]2[N:6]=[C:5]([S:21][CH3:22])[NH:4][C:3](=[O:2])[C:8]=2[C:9]([NH2:11])=[O:10])=[CH:18][CH:17]=1. The catalyst class is: 6. (4) Reactant: [CH2:1]([O:5][CH2:6][CH2:7][O:8][C:9]1[CH:14]=[CH:13][C:12]([C:15]2[CH:33]=[N:32][C:18]3[N:19]([CH2:29][CH2:30][CH3:31])[CH2:20][CH2:21][CH2:22][C:23]([C:25]([O:27]C)=[O:26])=[CH:24][C:17]=3[CH:16]=2)=[CH:11][CH:10]=1)[CH2:2][CH2:3][CH3:4].[OH-].[Na+].O.Cl. Product: [CH2:1]([O:5][CH2:6][CH2:7][O:8][C:9]1[CH:10]=[CH:11][C:12]([C:15]2[CH:33]=[N:32][C:18]3[N:19]([CH2:29][CH2:30][CH3:31])[CH2:20][CH2:21][CH2:22][C:23]([C:25]([OH:27])=[O:26])=[CH:24][C:17]=3[CH:16]=2)=[CH:13][CH:14]=1)[CH2:2][CH2:3][CH3:4]. The catalyst class is: 36. (5) Reactant: [O:1]1[CH2:4][CH:3]([CH2:5][NH2:6])[CH2:2]1.FC(F)(F)S(O[C:13]1[C:18]([N+:19]([O-:21])=[O:20])=[CH:17][C:16]([Cl:22])=[CH:15][C:14]=1[F:23])(=O)=O.P([O-])([O-])([O-])=O.[K+].[K+].[K+]. Product: [Cl:22][C:16]1[CH:17]=[C:18]([N+:19]([O-:21])=[O:20])[C:13]([NH:6][CH2:5][CH:3]2[CH2:4][O:1][CH2:2]2)=[C:14]([F:23])[CH:15]=1. The catalyst class is: 10. (6) Reactant: [Br:1][C:2]1[CH:6]=[C:5]([C:7]([OH:9])=O)[N:4]([C:10]2[C:15]([Cl:16])=[CH:14][CH:13]=[CH:12][N:11]=2)[N:3]=1.[NH2:17][C:18]1[C:27]([CH3:28])=[CH:26][C:25]([C:29]#[N:30])=[CH:24][C:19]=1[C:20]([NH:22][CH3:23])=[O:21].N1C=CC=C(C)C=1.CS(Cl)(=O)=O.Cl. Product: [Br:1][C:2]1[CH:6]=[C:5]([C:7]([NH:17][C:18]2[C:19]([C:20]([NH:22][CH3:23])=[O:21])=[CH:24][C:25]([C:29]#[N:30])=[CH:26][C:27]=2[CH3:28])=[O:9])[N:4]([C:10]2[C:15]([Cl:16])=[CH:14][CH:13]=[CH:12][N:11]=2)[N:3]=1. The catalyst class is: 47. (7) Reactant: C[O:2][C:3](=[O:23])[CH:4]=[CH:5][O:6][C:7]1[CH:12]=[CH:11][C:10]([C:13]23[CH2:22][CH:17]4[CH2:18][CH:19]([CH2:21][CH:15]([CH2:16]4)[CH2:14]2)[CH2:20]3)=[CH:9][CH:8]=1.O.[OH-].[Li+].Cl. Product: [C:13]12([C:10]3[CH:9]=[CH:8][C:7]([O:6]/[CH:5]=[CH:4]/[C:3]([OH:23])=[O:2])=[CH:12][CH:11]=3)[CH2:20][CH:19]3[CH2:21][CH:15]([CH2:16][CH:17]([CH2:18]3)[CH2:22]1)[CH2:14]2. The catalyst class is: 731. (8) Reactant: [OH-:1].[Na+].N1([C:9]([C:11]2[CH:20]=[C:19]([N:21]3[CH2:26][CH2:25][O:24][CH2:23][CH2:22]3)[C:18]3[C:13](=[CH:14][CH:15]=[CH:16][CH:17]=3)[N:12]=2)=[O:10])CCOCC1. Product: [N:21]1([C:19]2[C:18]3[C:13](=[CH:14][CH:15]=[CH:16][CH:17]=3)[N:12]=[C:11]([C:9]([OH:10])=[O:1])[CH:20]=2)[CH2:26][CH2:25][O:24][CH2:23][CH2:22]1. The catalyst class is: 8. (9) Reactant: [Cl:1][C:2]1[C:3]([NH:10][CH2:11][C:12]2[N:17]=[CH:16][C:15]([OH:18])=[C:14]([O:19][CH3:20])[C:13]=2[CH3:21])=[N:4][C:5]([CH3:9])=[N:6][C:7]=1[CH3:8].C(=O)([O-])[O-].[K+].[K+].CS(O[CH2:33][CH2:34][N:35]1[C:39]([N+:40]([O-:42])=[O:41])=[CH:38][N:37]=[C:36]1[CH3:43])(=O)=O.O. Product: [Cl:1][C:2]1[C:3]([NH:10][CH2:11][C:12]2[C:13]([CH3:21])=[C:14]([O:19][CH3:20])[C:15]([O:18][CH2:33][CH2:34][N:35]3[C:39]([N+:40]([O-:42])=[O:41])=[CH:38][N:37]=[C:36]3[CH3:43])=[CH:16][N:17]=2)=[N:4][C:5]([CH3:9])=[N:6][C:7]=1[CH3:8]. The catalyst class is: 9. (10) Reactant: [Br:1][CH2:2][C:3]([C:5]1[S:12][C:8]2[S:9][CH:10]=[CH:11][C:7]=2[CH:6]=1)=O.[NH:13]1[CH2:17][CH2:16][NH:15][C:14]1=[S:18].CCO. Product: [BrH:1].[S:12]1[C:8]2[S:9][CH:10]=[CH:11][C:7]=2[CH:6]=[C:5]1[C:3]1[N:15]2[CH2:16][CH2:17][N:13]=[C:14]2[S:18][CH:2]=1. The catalyst class is: 52.